Predict the product of the given reaction. From a dataset of Forward reaction prediction with 1.9M reactions from USPTO patents (1976-2016). (1) Given the reactants [N:1]1[C:9]([S:10][CH2:11][C:12]2[O:13][C:14](=[O:28])[C:15]3[C:20]([C:21]=2[C:22]2[CH:27]=[CH:26][CH:25]=[CH:24][CH:23]=2)=[CH:19][CH:18]=[CH:17][CH:16]=3)=[C:8]2[C:4]([NH:5][CH:6]=[N:7]2)=[N:3][CH:2]=1.BrCC1OC(=O)C2C(C=1C1C=CC=CC=1[F:47])=CC=CC=2.O.N1C(S)=C2C(NC=N2)=NC=1.C([O-])([O-])=O.[K+].[K+], predict the reaction product. The product is: [N:1]1[C:9]([S:10][CH2:11][C:12]2[O:13][C:14](=[O:28])[C:15]3[C:20]([C:21]=2[C:22]2[CH:23]=[CH:24][CH:25]=[CH:26][C:27]=2[F:47])=[CH:19][CH:18]=[CH:17][CH:16]=3)=[C:8]2[C:4]([NH:5][CH:6]=[N:7]2)=[N:3][CH:2]=1. (2) Given the reactants [OH:1][C:2]1[CH:3]=[C:4]2[C:8](=[CH:9][CH:10]=1)[NH:7][CH:6]=[C:5]2[CH2:11][C:12](O)=[O:13].[H-].C([Al+]C(C)C)(C)C.[Na+].[Cl-], predict the reaction product. The product is: [OH:13][CH2:12][CH2:11][C:5]1[C:4]2[C:8](=[CH:9][CH:10]=[C:2]([OH:1])[CH:3]=2)[NH:7][CH:6]=1. (3) Given the reactants [CH3:1][C:2]([C:4]#[CH:5])=[CH2:3].[Li]CCCC.[CH3:11][C:12](=[O:15])[CH:13]=[CH2:14], predict the reaction product. The product is: [CH3:11][C:12]([OH:15])([C:5]#[C:4][C:2]([CH3:3])=[CH2:1])[CH:13]=[CH2:14].